Dataset: Drug-target binding data from BindingDB using IC50 measurements. Task: Regression. Given a target protein amino acid sequence and a drug SMILES string, predict the binding affinity score between them. We predict pIC50 (pIC50 = -log10(IC50 in M); higher means more potent). Dataset: bindingdb_ic50. The compound is CCOc1ccc(C2=C(c3ccc(O[C@H]4CCN(CCCF)C4)cc3)c3ccc(O)cc3CCC2)c(F)c1Cl. The target protein sequence is MTMTLHTKASGMALLHQIQGNELEPLNRPQLKIPLERPLGEVYLDSSKPAVYNYPEGAAYEFNAAAAANAQVYGQTGLPYGPGSEAAAFGSNGLGGFPPLNSVSPSPLMLLHPPPQLSPFLQPHGQQVPYYLENEPSGYTVREAGPPAFYRPNSDNRRQGGRERLASTNDKGSMAMESAKETRYCAVCNDYASGYHYGVWSCEGCKAFFKRSIQGHNDYMCPATNQCTIDKNRRKSCQACRLRKCYEVGMMKGGIRKDRRGGRMLKHKRQRDDGEGRGEVGSAGDMRAANLWPSPLMIKRSKKNSLALSLTADQMVSALLDAEPPILYSEYDPTRPFSEASMMGLLTNLADRELVHMINWAKRVPGFVDLTLHDQVHLLECAWLEILMIGLVWRSMEHPGKLLFAPNLLLDRNQGKCVEGMVEIFDMLLATSSRFRMMNLQGEEFVCLKSIILLNSGVYTFLSSTLKSLEEKDHIHRVLDKITDTLIHLMAKAGLTLQQQ.... The pIC50 is 7.1.